This data is from Reaction yield outcomes from USPTO patents with 853,638 reactions. The task is: Predict the reaction yield, written as a fraction of the theoretical maximum amount of product (1.0 means a 100% yield; for example, 0.34 means a 34% yield). (1) The reactants are [CH:1]1[C:10]2[C:5](=[CH:6][CH:7]=[CH:8][CH:9]=2)[CH:4]=[CH:3][C:2]=1[C:11]([NH:13][C@H:14]([C:19]([OH:21])=O)[CH2:15][CH:16]([CH3:18])[CH3:17])=[O:12].[C:22]([CH:24]([NH2:35])[CH2:25][C:26]1[C:34]2[C:29](=[CH:30][CH:31]=[CH:32][CH:33]=2)[NH:28][CH:27]=1)#[N:23].C(C(NC(C(NC(C1C=CC2C(=CC=CC=2)C=1)=O)CC(C)C)=O)CC(C)C)#N. No catalyst specified. The product is [C:22]([CH:24]([NH:35][C:19]([CH:14]([NH:13][C:11]([C:2]1[CH:3]=[CH:4][C:5]2[C:10](=[CH:9][CH:8]=[CH:7][CH:6]=2)[CH:1]=1)=[O:12])[CH2:15][CH:16]([CH3:17])[CH3:18])=[O:21])[CH2:25][C:26]1[C:34]2[C:29](=[CH:30][CH:31]=[CH:32][CH:33]=2)[NH:28][CH:27]=1)#[N:23]. The yield is 0.360. (2) The reactants are [Br:1][C:2]1[CH:3]=[C:4]([CH2:8][OH:9])[CH:5]=[CH:6][CH:7]=1.N1C=CN=C1.[CH3:15][C:16]([Si:19](Cl)([CH3:21])[CH3:20])([CH3:18])[CH3:17]. The catalyst is ClCCl.O. The product is [Br:1][C:2]1[CH:3]=[C:4]([CH2:8][O:9][Si:19]([C:16]([CH3:18])([CH3:17])[CH3:15])([CH3:21])[CH3:20])[CH:5]=[CH:6][CH:7]=1. The yield is 0.930. (3) The reactants are [CH2:1]([O:3][C:4]([C:6]1([C:9]2[CH:14]=[CH:13][C:12]([C:15]3[CH:20]=[CH:19][C:18]([C:21]4[S:22][C:23]([F:29])=CC=4C(O)=O)=[CH:17][CH:16]=3)=[CH:11][CH:10]=2)[CH2:8][CH2:7]1)=[O:5])[CH3:2].C([N:32]([CH2:35][CH3:36])[CH2:33]C)C.C1(P(N=[N+]=[N-])(C2C=CC=CC=2)=[O:44])C=CC=CC=1.[S:54]1[CH:58]=[CH:57][CH:56]=[C:55]1[C@H:59]([OH:61])[CH3:60]. The catalyst is C1(C)C=CC=CC=1.C(OCC)(=O)C. The product is [CH2:1]([O:3][C:4]([C:6]1([C:9]2[CH:10]=[CH:11][C:12]([C:15]3[CH:20]=[CH:19][C:18]([C:21]4[S:22][C:23]([F:29])=[CH:36][C:35]=4[NH:32][C:33]([O:61][C@@H:59]([C:55]4[S:54][CH:58]=[CH:57][CH:56]=4)[CH3:60])=[O:44])=[CH:17][CH:16]=3)=[CH:13][CH:14]=2)[CH2:7][CH2:8]1)=[O:5])[CH3:2]. The yield is 1.00. (4) The reactants are [Br:1][C:2]1[CH:3]=[C:4]2[C:11]3([C:15](=[O:16])[N:14]([CH2:17][CH3:18])[C:13](SCC)=[N:12]3)[CH2:10][CH:9]([C:22]3[CH:27]=[CH:26][CH:25]=[CH:24][CH:23]=3)[O:8][C:5]2=[CH:6][CH:7]=1.[NH4+:28].[I-].N.CCO. No catalyst specified. The product is [NH2:28][C:13]1[N:14]([CH2:17][CH3:18])[C:15](=[O:16])[C:11]2([C:4]3[C:5](=[CH:6][CH:7]=[C:2]([Br:1])[CH:3]=3)[O:8][CH:9]([C:22]3[CH:27]=[CH:26][CH:25]=[CH:24][CH:23]=3)[CH2:10]2)[N:12]=1. The yield is 0.240. (5) The reactants are Br[CH2:2][CH2:3][N:4]1[C:9]([CH3:10])=[C:8]([CH2:11][CH3:12])[C:7](=[O:13])[N:6]2[N:14]=[CH:15][C:16]([C:17]#[N:18])=[C:5]12.C(=O)([O-])[O-].[K+].[K+].Cl.[CH3:26][NH:27][CH3:28]. The catalyst is CN(C=O)C.O. The product is [CH3:26][N:27]([CH3:28])[CH2:2][CH2:3][N:4]1[C:9]([CH3:10])=[C:8]([CH2:11][CH3:12])[C:7](=[O:13])[N:6]2[N:14]=[CH:15][C:16]([C:17]#[N:18])=[C:5]12. The yield is 0.100. (6) The reactants are [SH:1][CH2:2][C:3]1[CH:4]=[C:5]([CH:9]=[CH:10][CH:11]=1)[C:6]([OH:8])=[O:7].[C:12]([O:16][CH3:17])(=[O:15])[CH:13]=[CH2:14].N12CCCN=C1CCCCC2. The catalyst is C(#N)C. The product is [CH3:17][O:16][C:12](=[O:15])[CH2:13][CH2:14][S:1][CH2:2][C:3]1[CH:4]=[C:5]([CH:9]=[CH:10][CH:11]=1)[C:6]([OH:8])=[O:7]. The yield is 0.280. (7) The reactants are Cl[C:2]1[C:3]2[CH:10]=[CH:9][NH:8][C:4]=2[N:5]=[CH:6][N:7]=1.[CH:11]1([SH:17])[CH2:16][CH2:15][CH2:14][CH2:13][CH2:12]1.CC(C)([O-])C.[K+].Cl. The catalyst is C1COCC1. The product is [CH:11]1([S:17][C:2]2[C:3]3[CH:10]=[CH:9][NH:8][C:4]=3[N:5]=[CH:6][N:7]=2)[CH2:16][CH2:15][CH2:14][CH2:13][CH2:12]1. The yield is 0.220. (8) The product is [F:42][C@@:17]1([CH3:41])[C@H:16]([N:13]2[CH:14]=[CH:15][C:10]([NH:9][OH:8])=[N:11][C:12]2=[O:43])[O:20][C@H:19]([CH2:21][O:22][P:23]([NH:32][C@@H:33]([CH3:39])[C:34]([O:36][CH2:37][CH3:38])=[O:35])([O:25][C:26]2[CH:31]=[CH:30][CH:29]=[CH:28][CH:27]=2)=[O:24])[C@H:18]1[OH:40]. The catalyst is CCO.[Pd]. The yield is 0.400. The reactants are C([O:8][NH:9][C:10]1[CH:15]=[CH:14][N:13]([C@@H:16]2[O:20][C@H:19]([CH2:21][O:22][P:23]([NH:32][C@@H:33]([CH3:39])[C:34]([O:36][CH2:37][CH3:38])=[O:35])([O:25][C:26]3[CH:31]=[CH:30][CH:29]=[CH:28][CH:27]=3)=[O:24])[C@@H:18]([OH:40])[C@:17]2([F:42])[CH3:41])[C:12](=[O:43])[N:11]=1)C1C=CC=CC=1.C1CC=CCC=1. (9) The reactants are [F:1][C:2]1[CH:7]=[CH:6][C:5]([CH:8]2[N:12]([S:13]([C:16]3[CH:21]=[CH:20][C:19]([CH3:22])=[CH:18][CH:17]=3)(=[O:15])=[O:14])[CH:11]([CH2:23][OH:24])[CH2:10][CH2:9]2)=[CH:4][CH:3]=1.C(N(CC)CC)C. The catalyst is ClCCl.CS(C)=O. The product is [F:1][C:2]1[CH:3]=[CH:4][C:5]([CH:8]2[N:12]([S:13]([C:16]3[CH:17]=[CH:18][C:19]([CH3:22])=[CH:20][CH:21]=3)(=[O:15])=[O:14])[CH:11]([CH:23]=[O:24])[CH2:10][CH2:9]2)=[CH:6][CH:7]=1. The yield is 0.990. (10) The reactants are [N:1]1([CH2:7][CH2:8][CH2:9][CH2:10][O:11][C:12]2[CH:17]=[CH:16][C:15]([NH2:18])=[CH:14][CH:13]=2)[CH2:6][CH2:5][CH2:4][CH2:3][CH2:2]1.[F:19][C:20]1[CH:28]=[C:27]2[C:23]([C:24](=[CH:30]O)[C:25](=[O:29])[NH:26]2)=[CH:22][CH:21]=1. No catalyst specified. The product is [F:19][C:20]1[CH:28]=[C:27]2[C:23]([C:24](=[CH:30][NH:18][C:15]3[CH:14]=[CH:13][C:12]([O:11][CH2:10][CH2:9][CH2:8][CH2:7][N:1]4[CH2:2][CH2:3][CH2:4][CH2:5][CH2:6]4)=[CH:17][CH:16]=3)[C:25](=[O:29])[NH:26]2)=[CH:22][CH:21]=1. The yield is 0.730.